This data is from Full USPTO retrosynthesis dataset with 1.9M reactions from patents (1976-2016). The task is: Predict the reactants needed to synthesize the given product. (1) Given the product [CH3:61][C:60]([CH3:63])([CH3:62])[C@H:55]([NH:54][C:12]([C:10]1[CH:9]=[N:8][C:7]([N:15]2[CH2:18][C:17]([F:20])([F:19])[CH2:16]2)=[C:6]([O:5][CH2:4][CH:1]2[CH2:2][CH2:3]2)[N:11]=1)=[O:14])[C:56](=[O:57])[NH:58][CH3:59], predict the reactants needed to synthesize it. The reactants are: [CH:1]1([CH2:4][O:5][C:6]2[N:11]=[C:10]([C:12]([OH:14])=O)[CH:9]=[N:8][C:7]=2[N:15]2[CH2:18][C:17]([F:20])([F:19])[CH2:16]2)[CH2:3][CH2:2]1.CN(C(ON1N=NC2C=CC=CC1=2)=[N+](C)C)C.F[P-](F)(F)(F)(F)F.CCN(C(C)C)C(C)C.[NH2:54][C@@H:55]([C:60]([CH3:63])([CH3:62])[CH3:61])[C:56]([NH:58][CH3:59])=[O:57]. (2) Given the product [Br:21][C:22]1[C:30]2[CH:29]=[C:28]([Si:32]([CH3:34])([CH3:33])[CH3:31])[S:27][C:26]=2[CH:25]=[CH:24][CH:23]=1, predict the reactants needed to synthesize it. The reactants are: C(NC(C)C)(C)C.CN(CCN(C)C)C.[Li]CCCC.[Br:21][C:22]1[C:30]2[CH:29]=[CH:28][S:27][C:26]=2[CH:25]=[CH:24][CH:23]=1.[CH3:31][Si:32](Cl)([CH3:34])[CH3:33].[NH4+].[Cl-]. (3) Given the product [CH3:44][O:45][C:46]([C:2]1[C:3]([C:22]2[CH:27]=[CH:26][CH:25]=[C:24]([C:28]([F:31])([F:30])[F:29])[CH:23]=2)=[CH:4][C:5]([CH3:21])=[C:6]([C:8]([N:10]2[CH2:15][CH2:14][CH:13]([N:16]3[CH2:20][CH2:19][CH2:18][CH2:17]3)[CH2:12][CH2:11]2)=[O:9])[N:7]=1)=[O:47], predict the reactants needed to synthesize it. The reactants are: Cl[C:2]1[N:7]=[C:6]([C:8]([N:10]2[CH2:15][CH2:14][CH:13]([N:16]3[CH2:20][CH2:19][CH2:18][CH2:17]3)[CH2:12][CH2:11]2)=[O:9])[C:5]([CH3:21])=[CH:4][C:3]=1[C:22]1[CH:27]=[CH:26][CH:25]=[C:24]([C:28]([F:31])([F:30])[F:29])[CH:23]=1.CCN(CC)CC.[C]=O.CO.C[CH2:44][O:45][C:46](C)=[O:47]. (4) Given the product [C:1]([O:5][C:6](=[O:38])[CH2:7][CH2:8][CH2:9][CH2:10][CH2:11][CH2:12][CH2:13][CH2:14][CH2:15][CH2:16][CH2:17][CH2:18][CH2:19][CH2:20][NH:21][C:22](=[O:37])[CH2:23][N:24]([C:30]([O:32][C:33]([CH3:36])([CH3:35])[CH3:34])=[O:31])[CH2:25][C:26]([OH:28])=[O:27])([CH3:4])([CH3:2])[CH3:3], predict the reactants needed to synthesize it. The reactants are: [C:1]([O:5][C:6](=[O:38])[CH2:7][CH2:8][CH2:9][CH2:10][CH2:11][CH2:12][CH2:13][CH2:14][CH2:15][CH2:16][CH2:17][CH2:18][CH2:19][CH2:20][NH:21][C:22](=[O:37])[CH2:23][N:24]([C:30]([O:32][C:33]([CH3:36])([CH3:35])[CH3:34])=[O:31])[CH2:25][C:26]([O:28]C)=[O:27])([CH3:4])([CH3:3])[CH3:2].[OH-].[Na+]. (5) The reactants are: [F:1][C:2]1[CH:7]=[CH:6][C:5]([Mg]Br)=[CH:4][C:3]=1[CH3:10].[CH2:11]([O:13][P:14]([CH2:19][CH:20]1[CH2:22][O:21]1)(=[O:18])[O:15][CH2:16][CH3:17])[CH3:12].[Cl-].[NH4+]. Given the product [CH2:16]([O:15][P:14]([CH2:19][CH:20]([OH:21])[CH2:22][C:5]1[CH:6]=[CH:7][C:2]([F:1])=[C:3]([CH3:10])[CH:4]=1)(=[O:18])[O:13][CH2:11][CH3:12])[CH3:17], predict the reactants needed to synthesize it.